Dataset: Reaction yield outcomes from USPTO patents with 853,638 reactions. Task: Predict the reaction yield, written as a fraction of the theoretical maximum amount of product (1.0 means a 100% yield; for example, 0.34 means a 34% yield). (1) The reactants are [F:1][CH:2]([F:11])[C:3](=[O:10])[CH2:4][C:5]([O:7][CH2:8][CH3:9])=[O:6].[BH4-].[Na+]. The catalyst is C1(C)C=CC=CC=1.O. The product is [F:1][CH:2]([F:11])[CH:3]([OH:10])[CH2:4][C:5]([O:7][CH2:8][CH3:9])=[O:6]. The yield is 0.890. (2) The reactants are [CH3:1][S:2]([CH2:5][C:6]1[N:11]=[CH:10][C:9]([O:12][C:13]2[CH:14]=[C:15]3[C:19](=[C:20]([O:22][CH:23]4[CH2:28][CH2:27][O:26][CH2:25][CH2:24]4)[CH:21]=2)[NH:18][C:17]([C:29]2[S:30][CH:31]([CH2:34][C:35](O)=[O:36])[CH2:32][N:33]=2)=[CH:16]3)=[CH:8][CH:7]=1)(=[O:4])=[O:3].O.O[N:40]1C2C=CC=CC=2N=N1.Cl.C(N=C=NCCCN(C)C)C.N. The catalyst is CN(C)C=O.CCCCCC.C(OCC)(=O)C.O. The product is [CH3:1][S:2]([CH2:5][C:6]1[N:11]=[CH:10][C:9]([O:12][C:13]2[CH:14]=[C:15]3[C:19](=[C:20]([O:22][CH:23]4[CH2:24][CH2:25][O:26][CH2:27][CH2:28]4)[CH:21]=2)[NH:18][C:17]([C:29]2[S:30][CH:31]([CH2:34][C:35]([NH2:40])=[O:36])[CH2:32][N:33]=2)=[CH:16]3)=[CH:8][CH:7]=1)(=[O:4])=[O:3]. The yield is 0.680. (3) The reactants are Br[C:2]1[CH:9]=[C:8]([Cl:10])[C:7]([O:11][CH3:12])=[CH:6][C:3]=1[CH:4]=[O:5].[CH3:13]B1OB(C)OB(C)O1.C(=O)([O-])[O-].[K+].[K+]. The catalyst is O1CCOCC1.C1C=CC([P]([Pd]([P](C2C=CC=CC=2)(C2C=CC=CC=2)C2C=CC=CC=2)([P](C2C=CC=CC=2)(C2C=CC=CC=2)C2C=CC=CC=2)[P](C2C=CC=CC=2)(C2C=CC=CC=2)C2C=CC=CC=2)(C2C=CC=CC=2)C2C=CC=CC=2)=CC=1. The product is [Cl:10][C:8]1[C:7]([O:11][CH3:12])=[CH:6][C:3]([CH:4]=[O:5])=[C:2]([CH3:13])[CH:9]=1. The yield is 0.810.